From a dataset of Full USPTO retrosynthesis dataset with 1.9M reactions from patents (1976-2016). Predict the reactants needed to synthesize the given product. (1) Given the product [CH3:1][O:2][C:3]1[CH:12]=[CH:11][C:10]([C:13]2[N:14]=[N:15][N:16]([CH3:18])[N:17]=2)=[CH:9][C:4]=1[C:5]([O:7][CH3:8])=[O:6], predict the reactants needed to synthesize it. The reactants are: [CH3:1][O:2][C:3]1[CH:12]=[CH:11][C:10]([C:13]2[NH:17][N:16]=[N:15][N:14]=2)=[CH:9][C:4]=1[C:5]([O:7][CH3:8])=[O:6].[C:18](=O)([O-])[O-].[K+].[K+]. (2) Given the product [CH2:1]([N:33]([CH3:30])[CH2:15][C:11]1[S:10][CH:14]=[CH:13][CH:12]=1)[C:2]1[CH:3]=[CH:4][CH:5]=[CH:6][CH:7]=1, predict the reactants needed to synthesize it. The reactants are: [CH2:1](CN)[C:2]1[CH:7]=[CH:6][CH:5]=[CH:4][CH:3]=1.[S:10]1[CH:14]=[CH:13][CH:12]=[C:11]1[CH:15]=O.CCCCCCC.C(OCC)(=O)C.[CH:30]([NH2:33])(C)C. (3) Given the product [F:17][C:14]1[CH:15]=[CH:16][C:11]([C:7]2[C:6]([C:4]([OH:5])=[O:3])=[CH:10][O:9][N:8]=2)=[N:12][CH:13]=1, predict the reactants needed to synthesize it. The reactants are: C([O:3][C:4]([C:6]1[C:7]([C:11]2[CH:16]=[CH:15][C:14]([F:17])=[CH:13][N:12]=2)=[N:8][O:9][CH:10]=1)=[O:5])C.C(OC(C1C(C2C=CC=CN=2)=NOC=1)=O)C. (4) Given the product [CH3:1][O:2][C:3]1[CH:27]=[CH:26][C:6]2[NH:7][C:8](=[O:16])[C:9]3[CH2:10][CH2:11][CH2:12][N:13]([CH3:15])[C:14]=3[C:5]=2[CH:4]=1, predict the reactants needed to synthesize it. The reactants are: [CH3:1][O:2][C:3]1[CH:27]=[CH:26][C:6]2[N:7](CC3C=CC(OC)=CC=3)[C:8](=[O:16])[C:9]3[CH2:10][CH2:11][CH2:12][N:13]([CH3:15])[C:14]=3[C:5]=2[CH:4]=1.[OH-].[Na+].Cl. (5) Given the product [Cl:21][C:2]1[C:7]2[S:8][CH:9]=[C:10]([C:11]3[CH:16]=[CH:15][N:14]=[CH:13][CH:12]=3)[C:6]=2[C:5](=[O:17])[N:4]([CH3:18])[N:3]=1, predict the reactants needed to synthesize it. The reactants are: O[C:2]1[C:7]2[S:8][CH:9]=[C:10]([C:11]3[CH:16]=[CH:15][N:14]=[CH:13][CH:12]=3)[C:6]=2[C:5](=[O:17])[N:4]([CH3:18])[N:3]=1.O=P(Cl)(Cl)[Cl:21]. (6) The reactants are: ClC1C=C(N2CCN(C(C3N(C4C=CC=CC=4)N=C(C)C=3)=O)CC2)C=CC=1.[CH3:28][O:29][C:30]1[CH:31]=[C:32]([N:38]2[CH2:43][CH2:42][NH:41][CH2:40][CH2:39]2)[CH:33]=[C:34]([O:36][CH3:37])[CH:35]=1.CC1C=C(C(O)=O)N(C2C=CC=CC=2)N=1.[CH3:59][C:60]1[CH:61]=[C:62]([C:71](O)=[O:72])[N:63]([C:65]2[CH:66]=[N:67][CH:68]=[CH:69][CH:70]=2)[N:64]=1. Given the product [CH3:28][O:29][C:30]1[CH:31]=[C:32]([N:38]2[CH2:39][CH2:40][N:41]([C:71]([C:62]3[N:63]([C:65]4[CH:66]=[N:67][CH:68]=[CH:69][CH:70]=4)[N:64]=[C:60]([CH3:59])[CH:61]=3)=[O:72])[CH2:42][CH2:43]2)[CH:33]=[C:34]([O:36][CH3:37])[CH:35]=1, predict the reactants needed to synthesize it.